Dataset: Forward reaction prediction with 1.9M reactions from USPTO patents (1976-2016). Task: Predict the product of the given reaction. (1) The product is: [CH3:34][CH:33]([CH3:35])[CH2:32][C:31]1[N:27]=[C:26]([CH:11]2[CH2:12][CH:13]([C:15]3[CH:16]=[CH:17][C:18]([O:21][C:22]([F:23])([F:24])[F:25])=[CH:19][CH:20]=3)[CH2:14][N:9]([C:7]([N:1]3[CH2:6][CH2:5][O:4][CH2:3][CH2:2]3)=[O:8])[CH2:10]2)[S:28][CH:30]=1. Given the reactants [N:1]1([C:7]([N:9]2[CH2:14][CH:13]([C:15]3[CH:20]=[CH:19][C:18]([O:21][C:22]([F:25])([F:24])[F:23])=[CH:17][CH:16]=3)[CH2:12][CH:11]([C:26](=[S:28])[NH2:27])[CH2:10]2)=[O:8])[CH2:6][CH2:5][O:4][CH2:3][CH2:2]1.Br[CH2:30][C:31](=O)[CH2:32][CH:33]([CH3:35])[CH3:34], predict the reaction product. (2) Given the reactants [Br:1][C:2]1[CH:7]=[C:6]([O:8][CH3:9])[C:5]([N+:10]([O-])=O)=[CH:4][C:3]=1[F:13].[Cl-].[NH4+].O, predict the reaction product. The product is: [Br:1][C:2]1[C:3]([F:13])=[CH:4][C:5]([NH2:10])=[C:6]([O:8][CH3:9])[CH:7]=1. (3) The product is: [CH3:1][C:2]1[N:3]=[C:4]([C:9]2[CH:14]=[CH:13][CH:12]=[CH:11][CH:10]=2)[S:5][C:6]=1[CH:7]=[CH:16][C:17]([OH:19])=[O:18]. Given the reactants [CH3:1][C:2]1[N:3]=[C:4]([C:9]2[CH:14]=[CH:13][CH:12]=[CH:11][CH:10]=2)[S:5][C:6]=1[CH:7]=O.C(O)(=O)[CH2:16][C:17]([OH:19])=[O:18].N1CCCCC1, predict the reaction product. (4) Given the reactants [C:9](O[C:9]([O:11][C:12]([CH3:15])([CH3:14])[CH3:13])=[O:10])([O:11][C:12]([CH3:15])([CH3:14])[CH3:13])=[O:10].[NH2:16][CH2:17][CH2:18][O:19][CH2:20][CH2:21][OH:22], predict the reaction product. The product is: [OH:22][CH2:21][CH2:20][O:19][CH2:18][CH2:17][NH:16][C:9](=[O:10])[O:11][C:12]([CH3:13])([CH3:14])[CH3:15].